From a dataset of Retrosynthesis with 50K atom-mapped reactions and 10 reaction types from USPTO. Predict the reactants needed to synthesize the given product. (1) Given the product COC(=O)c1ccc(CCC(/C=C/c2ccccc2OCCCCCN2CCCN(C)C2=O)Cc2ccc(C(=O)OC)cc2)cc1, predict the reactants needed to synthesize it. The reactants are: CN1CCCNC1=O.COC(=O)c1ccc(CCC(/C=C/c2ccccc2OCCCCCCl)Cc2ccc(C(=O)OC)cc2)cc1. (2) The reactants are: Cc1ccc2c(n1)oc1c(B3OC(C)(C)C(C)(C)O3)cccc12.Fc1cccc(-c2ccnc(Cl)c2)c1F. Given the product Cc1ccc2c(n1)oc1c(-c3cc(-c4cccc(F)c4F)ccn3)cccc12, predict the reactants needed to synthesize it. (3) Given the product CC(C)(C)OC(=O)NCCCCc1ccc(C#N)cc1, predict the reactants needed to synthesize it. The reactants are: CC(C)(C)OC(=O)NCCC#Cc1ccc(C#N)cc1. (4) The reactants are: CCOC(=O)c1cc(-c2cc(C)cc(F)c2)n(-c2ccc(F)c(Cl)c2)n1. Given the product Cc1cc(F)cc(-c2cc(C(=O)O)nn2-c2ccc(F)c(Cl)c2)c1, predict the reactants needed to synthesize it. (5) Given the product CN(C)c1cccc2c(S(=O)(=O)NCCCN=[N+]=[N-])cccc12, predict the reactants needed to synthesize it. The reactants are: CN(C)c1cccc2c(S(=O)(=O)Cl)cccc12.[N-]=[N+]=NCCCN.